Dataset: Reaction yield outcomes from USPTO patents with 853,638 reactions. Task: Predict the reaction yield, written as a fraction of the theoretical maximum amount of product (1.0 means a 100% yield; for example, 0.34 means a 34% yield). (1) The reactants are [CH3:1][Si]([N-][Si](C)(C)C)(C)C.[Li+].[NH2:11][C:12]1[CH:13]=[C:14]2[C:18](=[C:19]([C:21](=O)[CH3:22])[CH:20]=1)[NH:17][CH:16]=[CH:15]2. The catalyst is [Br-].C[P+](C1C=CC=CC=1)(C1C=CC=CC=1)C1C=CC=CC=1.C1COCC1. The product is [C:21]([C:19]1[CH:20]=[C:12]([NH2:11])[CH:13]=[C:14]2[C:18]=1[NH:17][CH:16]=[CH:15]2)([CH3:22])=[CH2:1]. The yield is 0.820. (2) The reactants are [CH2:1]([C:7]1[O:8][C:9](I)=[CH:10][CH:11]=1)[CH2:2][CH2:3][CH2:4][CH2:5][CH3:6]. The catalyst is C1(C)C=CC=CC=1.C1C=CC([P]([Pd]([P](C2C=CC=CC=2)(C2C=CC=CC=2)C2C=CC=CC=2)([P](C2C=CC=CC=2)(C2C=CC=CC=2)C2C=CC=CC=2)[P](C2C=CC=CC=2)(C2C=CC=CC=2)C2C=CC=CC=2)(C2C=CC=CC=2)C2C=CC=CC=2)=CC=1. The product is [CH2:1]([C:7]1[O:8][C:9]([C:7]2[O:8][CH:9]=[CH:10][CH:11]=2)=[CH:10][CH:11]=1)[CH2:2][CH2:3][CH2:4][CH2:5][CH3:6]. The yield is 0.880. (3) The reactants are [Cl:1][C:2]1[CH:3]=[C:4]([CH:7]=[CH:8][C:9]=1[Cl:10])[CH2:5][NH2:6].Br[C:12]1[CH:21]=[N:20][CH:19]=[CH:18][C:13]=1[C:14]([O:16][CH3:17])=[O:15]. No catalyst specified. The product is [Cl:1][C:2]1[CH:3]=[C:4]([CH:7]=[CH:8][C:9]=1[Cl:10])[CH2:5][NH:6][C:18]1[CH:19]=[N:20][CH:21]=[CH:12][C:13]=1[C:14]([O:16][CH3:17])=[O:15]. The yield is 0.730.